Dataset: Reaction yield outcomes from USPTO patents with 853,638 reactions. Task: Predict the reaction yield, written as a fraction of the theoretical maximum amount of product (1.0 means a 100% yield; for example, 0.34 means a 34% yield). (1) The reactants are [C:1]([O:5][C:6](=[O:28])[NH:7][C:8]1([C:12]2[CH:17]=[CH:16][C:15]([C:18](=O)[CH:19](Br)[C:20]3[CH:25]=[CH:24][CH:23]=[CH:22][CH:21]=3)=[CH:14][CH:13]=2)[CH2:11][CH2:10][CH2:9]1)([CH3:4])([CH3:3])[CH3:2].[NH2:29][C:30]1[CH:35]=[C:34]([C:36]([O:38][CH3:39])=[O:37])[CH:33]=[CH:32][N:31]=1. The catalyst is C(O)C. The product is [CH3:39][O:38][C:36]([C:34]1[CH:33]=[CH:32][N:31]2[C:19]([C:20]3[CH:21]=[CH:22][CH:23]=[CH:24][CH:25]=3)=[C:18]([C:15]3[CH:14]=[CH:13][C:12]([C:8]4([NH:7][C:6]([O:5][C:1]([CH3:4])([CH3:3])[CH3:2])=[O:28])[CH2:11][CH2:10][CH2:9]4)=[CH:17][CH:16]=3)[N:29]=[C:30]2[CH:35]=1)=[O:37]. The yield is 0.470. (2) The reactants are FC(F)(F)C1C=C(NC(=O)NC2C=CC(C3SC(CCC(O)=O)=NC=3)=CC=2)C=CC=1.[CH3:31][C:32]([CH3:63])([CH2:37][C:38]1[S:39][C:40]([C:43]2[CH:48]=[CH:47][C:46]([NH:49][C:50]([NH:52][C:53]3[CH:58]=[CH:57][C:56]([C:59]([F:62])([F:61])[F:60])=[CH:55][CH:54]=3)=[O:51])=[CH:45][CH:44]=2)=[CH:41][N:42]=1)[C:33]([O:35]C)=[O:34]. No catalyst specified. The product is [CH3:31][C:32]([CH3:63])([CH2:37][C:38]1[S:39][C:40]([C:43]2[CH:44]=[CH:45][C:46]([NH:49][C:50]([NH:52][C:53]3[CH:58]=[CH:57][C:56]([C:59]([F:61])([F:60])[F:62])=[CH:55][CH:54]=3)=[O:51])=[CH:47][CH:48]=2)=[CH:41][N:42]=1)[C:33]([OH:35])=[O:34]. The yield is 0.940. (3) The reactants are C([CH:6]([O:10][C:11]([NH:13][CH2:14][C:15]1([CH2:21][C:22]([OH:24])=[O:23])[CH2:20][CH2:19][CH2:18][CH2:17][CH2:16]1)=[O:12])[CH2:7][CH2:8][CH3:9])(=O)C(C)C.ClC1[CH:27]=[C:28]([CH:33]=CC=1)[C:29]([O:31]O)=[O:30].C([O-])(O)=O.[Na+].C(O)(=O)CC(CC(O)=O)(C(O)=O)O. The catalyst is ClCCl. The product is [C:29]([O:31][CH:6]([O:10][C:11]([NH:13][CH2:14][C:15]1([CH2:21][C:22]([OH:24])=[O:23])[CH2:16][CH2:17][CH2:18][CH2:19][CH2:20]1)=[O:12])[CH2:7][CH2:8][CH3:9])(=[O:30])[CH:28]([CH3:33])[CH3:27]. The yield is 0.110. (4) The reactants are [CH3:1][N:2]([C@@H:12]1[C@H:17]([CH3:18])[CH2:16][CH2:15][NH:14][CH2:13]1)[C:3]1[C:4]2[CH:11]=[CH:10][NH:9][C:5]=2[N:6]=[CH:7][N:8]=1.O=C1CCC(=O)N1[O:26][C:27](=O)[CH2:28][C:29]#[N:30]. The catalyst is C(O)C. The product is [CH3:18][C@@H:17]1[CH2:16][CH2:15][N:14]([C:27](=[O:26])[CH2:28][C:29]#[N:30])[CH2:13][C@@H:12]1[N:2]([CH3:1])[C:3]1[C:4]2[CH:11]=[CH:10][NH:9][C:5]=2[N:6]=[CH:7][N:8]=1. The yield is 0.860. (5) The catalyst is CO. The reactants are C(OC([N:8]1[CH2:12][C:11](=[CH2:13])[CH2:10][N:9]1[C:14]([O:16][CH2:17][C:18]1[CH:23]=[CH:22][CH:21]=[CH:20][CH:19]=1)=[O:15])=O)(C)(C)C.S(Cl)(Cl)=O.Cl. The yield is 0.970. The product is [CH2:17]([O:16][C:14]([N:9]1[CH2:10][C:11](=[CH2:13])[CH2:12][NH:8]1)=[O:15])[C:18]1[CH:19]=[CH:20][CH:21]=[CH:22][CH:23]=1. (6) The yield is 0.330. The product is [CH2:1]([O:3][C@@H:4]1[CH2:8][N:7]([C:9](=[O:19])[C@H:10]([CH:11]([CH3:13])[CH3:12])[NH:14][C:15]([O:16][CH3:17])=[O:18])[C@H:6]([C:20]2[NH:24][C:23]3[C:25]4[C:30]([CH:31]=[CH:32][C:22]=3[N:21]=2)=[CH:29][C:28]2[C:33]3[C:38]([CH2:39][O:40][C:27]=2[CH:26]=4)=[CH:37][C:36]([C:51]2[NH:55][C:54]([C@@H:56]4[CH2:60][CH2:59][CH2:58][N:57]4[C:61]([O:63][C:64]([CH3:67])([CH3:66])[CH3:65])=[O:62])=[N:53][CH:52]=2)=[CH:35][CH:34]=3)[CH2:5]1)[CH3:2]. The catalyst is COCCOC.CN(C=O)C.CCOC(C)=O.C1C=CC([P]([Pd]([P](C2C=CC=CC=2)(C2C=CC=CC=2)C2C=CC=CC=2)([P](C2C=CC=CC=2)(C2C=CC=CC=2)C2C=CC=CC=2)[P](C2C=CC=CC=2)(C2C=CC=CC=2)C2C=CC=CC=2)(C2C=CC=CC=2)C2C=CC=CC=2)=CC=1.C1C=CC(P(C2C=CC=CC=2)[C-]2C=CC=C2)=CC=1.C1C=CC(P(C2C=CC=CC=2)[C-]2C=CC=C2)=CC=1.Cl[Pd]Cl.[Fe+2]. The reactants are [CH2:1]([O:3][C@@H:4]1[CH2:8][N:7]([C:9](=[O:19])[C@@H:10]([NH:14][C:15](=[O:18])[O:16][CH3:17])[CH:11]([CH3:13])[CH3:12])[C@H:6]([C:20]2[NH:24][C:23]3[C:25]4[C:30]([CH:31]=[CH:32][C:22]=3[N:21]=2)=[CH:29][C:28]2[C:33]3[C:38]([CH2:39][O:40][C:27]=2[CH:26]=4)=[CH:37][C:36](B2OC(C)(C)C(C)(C)O2)=[CH:35][CH:34]=3)[CH2:5]1)[CH3:2].Br[C:51]1[NH:55][C:54]([C@@H:56]2[CH2:60][CH2:59][CH2:58][N:57]2[C:61]([O:63][C:64]([CH3:67])([CH3:66])[CH3:65])=[O:62])=[N:53][CH:52]=1.C(=O)([O-])[O-].[K+].[K+]. (7) The reactants are [CH:1]([C:3]1[O:7][C:6]([C:8]([O:10][CH3:11])=[O:9])=[CH:5][CH:4]=1)=[CH2:2]. The catalyst is CO. The product is [CH2:1]([C:3]1[O:7][C:6]([C:8]([O:10][CH3:11])=[O:9])=[CH:5][CH:4]=1)[CH3:2]. The yield is 0.840. (8) The reactants are [N:1]([C@:4]12[CH2:39][CH2:38][C@@H:37]([C:40]([CH3:42])=[CH2:41])[C@@H:5]1[C@@H:6]1[C@@:19]([CH3:22])([CH2:20][CH2:21]2)[C@@:18]2([CH3:23])[C@@H:9]([C@:10]3([CH3:36])[C@@H:15]([CH2:16][CH2:17]2)[C:14]([CH3:25])([CH3:24])[C:13]([C:26]2[CH:35]=[CH:34][C:29]([C:30]([O:32]C)=[O:31])=[CH:28][CH:27]=2)=[CH:12][CH2:11]3)[CH2:8][CH2:7]1)=[C:2]=[O:3].CN(C)CCNC(=O)N[C@]12CC[C@@H](C(C)=C)[C@@H]1[C@@H]1[C@@](C)(CC2)[C@@]2(C)[C@@H]([C@]3(C)[C@@H](CC2)C(C)(C)C(C2C=CC(C(O)=O)=CC=2)=CC3)CC1.[CH3:90][N:91]([CH3:103])[C@H:92]1[C@H:96]([N:97]2[CH2:102][CH2:101][NH:100][CH2:99][CH2:98]2)[CH2:95][O:94][CH2:93]1. No catalyst specified. The product is [CH3:90][N:91]([CH3:103])[C@@H:92]1[CH2:93][O:94][CH2:95][C@H:96]1[N:97]1[CH2:102][CH2:101][N:100]([C:2]([NH:1][C@:4]23[CH2:39][CH2:38][C@@H:37]([C:40]([CH3:42])=[CH2:41])[C@@H:5]2[C@@H:6]2[C@@:19]([CH3:22])([CH2:20][CH2:21]3)[C@@:18]3([CH3:23])[C@@H:9]([C@:10]4([CH3:36])[C@@H:15]([CH2:16][CH2:17]3)[C:14]([CH3:24])([CH3:25])[C:13]([C:26]3[CH:27]=[CH:28][C:29]([C:30]([OH:32])=[O:31])=[CH:34][CH:35]=3)=[CH:12][CH2:11]4)[CH2:8][CH2:7]2)=[O:3])[CH2:99][CH2:98]1. The yield is 0.200. (9) The reactants are [C:1]([C:3]1[CH:8]=[CH:7][C:6]([N:9]2[C@@H:13]3[CH2:14][CH2:15][CH2:16][CH2:17][C@H:12]3[N:11]([C:18]3[CH:26]=[CH:25][C:21]([C:22]([OH:24])=O)=[C:20]([CH3:27])[CH:19]=3)[C:10]2=[O:28])=[CH:5][C:4]=1[C:29]([F:32])([F:31])[F:30])#[N:2].Cl.[CH3:34][NH2:35]. No catalyst specified. The product is [C:1]([C:3]1[CH:8]=[CH:7][C:6]([N:9]2[C@@H:13]3[CH2:14][CH2:15][CH2:16][CH2:17][C@H:12]3[N:11]([C:18]3[CH:26]=[CH:25][C:21]([C:22]([NH:35][CH3:34])=[O:24])=[C:20]([CH3:27])[CH:19]=3)[C:10]2=[O:28])=[CH:5][C:4]=1[C:29]([F:31])([F:30])[F:32])#[N:2]. The yield is 0.486.